Dataset: Full USPTO retrosynthesis dataset with 1.9M reactions from patents (1976-2016). Task: Predict the reactants needed to synthesize the given product. Given the product [F:26][C:27]([F:44])([F:43])[C:28]1[CH:29]=[C:30]([CH:40]=[CH:41][CH:42]=1)[O:31][C:32]1[CH:39]=[CH:38][C:35]([CH:36]=[CH:4][C:2]#[N:3])=[CH:34][CH:33]=1, predict the reactants needed to synthesize it. The reactants are: [Br-].[C:2]([CH2:4][P+](C1C=CC=CC=1)(C1C=CC=CC=1)C1C=CC=CC=1)#[N:3].[OH-].[Na+].[F:26][C:27]([F:44])([F:43])[C:28]1[CH:29]=[C:30]([CH:40]=[CH:41][CH:42]=1)[O:31][C:32]1[CH:39]=[CH:38][C:35]([CH:36]=O)=[CH:34][CH:33]=1.